This data is from Forward reaction prediction with 1.9M reactions from USPTO patents (1976-2016). The task is: Predict the product of the given reaction. (1) Given the reactants [CH3:1][O:2][C@H:3]([CH3:22])[C@H:4]([NH:20][OH:21])[CH2:5][S:6]([CH2:9][C:10]1[CH:11]=[N:12][C:13]2[C:18]([CH:19]=1)=[CH:17][CH:16]=[CH:15][CH:14]=2)(=[O:8])=[O:7].[CH3:23][O:24][C@H](C)[C@H](NCC#N)CS(CC1C=NC2C(C=1)=CC=CC=2)(=O)=O.O.C1(C)C=CC(S(O)(=O)=O)=CC=1.ClC1C=C(C=CC=1)C(OO)=O, predict the reaction product. The product is: [CH3:1][O:2][C@H:3]([CH3:22])[C@H:4]([N:20]([OH:21])[CH:23]=[O:24])[CH2:5][S:6]([CH2:9][C:10]1[CH:11]=[N:12][C:13]2[C:18]([CH:19]=1)=[CH:17][CH:16]=[CH:15][CH:14]=2)(=[O:7])=[O:8]. (2) The product is: [CH3:1][O:2][C:3]([C:5]1[NH:6][C:7]2[C:12]([CH:13]=1)=[C:11]([CH2:14][CH2:15][CH:16]([OH:17])[CH2:18][N:39]1[CH2:40][CH:32]3[N:31]([C:22]4[CH:23]=[CH:24][C:25]5[C:30](=[CH:29][CH:28]=[CH:27][CH:26]=5)[CH:21]=4)[CH2:38][CH:37]1[CH2:36][CH:35]=[CH:34][CH2:33]3)[CH:10]=[C:9]([O:19][CH3:20])[CH:8]=2)=[O:4]. Given the reactants [CH3:1][O:2][C:3]([C:5]1[NH:6][C:7]2[C:12]([CH:13]=1)=[C:11]([CH2:14][CH2:15][CH:16]1[CH2:18][O:17]1)[CH:10]=[C:9]([O:19][CH3:20])[CH:8]=2)=[O:4].[CH:21]1[C:30]2[C:25](=[CH:26][CH:27]=[CH:28][CH:29]=2)[CH:24]=[CH:23][C:22]=1[N:31]1[CH2:38][C@H:37]2[NH:39][CH2:40][C@@H:32]1[CH2:33][CH:34]=[CH:35][CH2:36]2.CCN(C(C)C)C(C)C.C(O)C, predict the reaction product. (3) Given the reactants [NH:1]1[CH2:5][CH2:4][CH2:3][CH2:2]1.[Cl:6][CH2:7][C:8]1[N:9]=[C:10]([C:13]2[CH:28]=[CH:27][C:16]([CH2:17][N:18]3[C:22]4[CH:23]=[CH:24][CH:25]=[CH:26][C:21]=4[N:20]=[CH:19]3)=[CH:15][CH:14]=2)[O:11][CH:12]=1, predict the reaction product. The product is: [ClH:6].[N:1]1([CH2:7][C:8]2[N:9]=[C:10]([C:13]3[CH:14]=[CH:15][C:16]([CH2:17][N:18]4[C:22]5[CH:23]=[CH:24][CH:25]=[CH:26][C:21]=5[N:20]=[CH:19]4)=[CH:27][CH:28]=3)[O:11][CH:12]=2)[CH2:5][CH2:4][CH2:3][CH2:2]1.